Predict the reactants needed to synthesize the given product. From a dataset of Full USPTO retrosynthesis dataset with 1.9M reactions from patents (1976-2016). Given the product [C:35]([O:39][C:40]([N:42]1[CH2:47][CH2:46][CH:45]([N:48]([C:23]([C:20]2[CH:21]=[N:22][C:17]([Cl:16])=[N:18][CH:19]=2)=[O:25])[CH:49]2[CH2:50][CH2:51]2)[CH2:44][CH2:43]1)=[O:41])([CH3:38])([CH3:36])[CH3:37], predict the reactants needed to synthesize it. The reactants are: F[P-](F)(F)(F)(F)F.ClC(N(C)C)=[N+](C)C.[Cl:16][C:17]1[N:22]=[CH:21][C:20]([C:23]([OH:25])=O)=[CH:19][N:18]=1.C(N(CC)C(C)C)(C)C.[C:35]([O:39][C:40]([N:42]1[CH2:47][CH2:46][CH:45]([NH:48][CH:49]2[CH2:51][CH2:50]2)[CH2:44][CH2:43]1)=[O:41])([CH3:38])([CH3:37])[CH3:36].